This data is from Forward reaction prediction with 1.9M reactions from USPTO patents (1976-2016). The task is: Predict the product of the given reaction. (1) Given the reactants C(N(CC)CC)C.[NH2:8][C:9]1[C:17]2[C:12](=[N:13][CH:14]=[C:15]([Cl:32])[C:16]=2[N:18]2[CH2:23][CH2:22][CH2:21][C@@H:20]([NH:24][C:25](=[O:31])[O:26][C:27]([CH3:30])([CH3:29])[CH3:28])[CH2:19]2)[NH:11][CH:10]=1.[CH:33]1([C:36](Cl)=[O:37])[CH2:35][CH2:34]1.O[Li].O, predict the reaction product. The product is: [Cl:32][C:15]1[C:16]([N:18]2[CH2:23][CH2:22][CH2:21][C@@H:20]([NH:24][C:25](=[O:31])[O:26][C:27]([CH3:28])([CH3:29])[CH3:30])[CH2:19]2)=[C:17]2[C:9]([NH:8][C:36]([CH:33]3[CH2:35][CH2:34]3)=[O:37])=[CH:10][NH:11][C:12]2=[N:13][CH:14]=1. (2) Given the reactants [Cl:1][C:2]1[CH:7]=[CH:6][N:5]=[C:4]2[CH:8]=[C:9]([C:11]([OH:13])=O)[S:10][C:3]=12.[NH:14]1[CH2:18][CH2:17][CH2:16][CH2:15]1, predict the reaction product. The product is: [Cl:1][C:2]1[CH:7]=[CH:6][N:5]=[C:4]2[CH:8]=[C:9]([C:11]([N:14]3[CH2:18][CH2:17][CH2:16][CH2:15]3)=[O:13])[S:10][C:3]=12. (3) Given the reactants CCN(C(C)C)C(C)C.[F:10][CH:11]([F:41])[C:12]1[N:16]([C:17]2[N:22]=[C:21]([N:23]3[CH2:28][CH2:27][O:26][CH2:25][CH2:24]3)[N:20]=[C:19]([N:29]3[CH2:34][CH2:33][NH:32][CH2:31][CH2:30]3)[N:18]=2)[C:15]2[CH:35]=[CH:36][CH:37]=[C:38]([O:39][CH3:40])[C:14]=2[N:13]=1.[Cl-].Cl[S:44]([CH2:47][CH2:48][C:49]1[CH:54]=[CH:53][NH+:52]=[CH:51][CH:50]=1)(=[O:46])=[O:45].O, predict the reaction product. The product is: [F:41][CH:11]([F:10])[C:12]1[N:16]([C:17]2[N:22]=[C:21]([N:23]3[CH2:24][CH2:25][O:26][CH2:27][CH2:28]3)[N:20]=[C:19]([N:29]3[CH2:34][CH2:33][N:32]([S:44]([CH2:47][CH2:48][C:49]4[CH:50]=[CH:51][N:52]=[CH:53][CH:54]=4)(=[O:45])=[O:46])[CH2:31][CH2:30]3)[N:18]=2)[C:15]2[CH:35]=[CH:36][CH:37]=[C:38]([O:39][CH3:40])[C:14]=2[N:13]=1. (4) Given the reactants [CH3:1][O:2][C:3]1[CH:8]=[C:7]([CH2:9][CH2:10][CH3:11])[CH:6]=[CH:5][C:4]=1[OH:12].C[C@H]1O[C@H]2O[C@H]3[C@H](O[C@@]2(O)C(=O)C1)[C@@H](NC)[C@@H](O)[C@@H](NC)[C@@H]3O, predict the reaction product. The product is: [CH:3]1([O:2][CH3:1])[CH:8]=[C:7]([CH2:9][CH:10]=[CH2:11])[CH:6]=[CH:5][CH:4]1[OH:12]. (5) The product is: [O:4]1[C:8]2[CH:9]=[CH:10][C:11]([CH2:13][N:14]3[CH2:18][C@H:17]([N:19]([C:29](=[O:35])[CH2:30][C:31]([CH3:34])([CH3:32])[CH3:33])[CH2:20][C:21]4[CH:26]=[CH:25][CH:24]=[C:23]([O:27][CH3:28])[CH:22]=4)[CH2:16][C@H:15]3[C:36]([OH:38])=[O:37])=[CH:12][C:7]=2[O:6][CH2:5]1. Given the reactants O.[OH-].[Li+].[O:4]1[C:8]2[CH:9]=[CH:10][C:11]([CH2:13][N:14]3[CH2:18][C@H:17]([N:19]([C:29](=[O:35])[CH2:30][C:31]([CH3:34])([CH3:33])[CH3:32])[CH2:20][C:21]4[CH:26]=[CH:25][CH:24]=[C:23]([O:27][CH3:28])[CH:22]=4)[CH2:16][C@H:15]3[C:36]([O:38]C)=[O:37])=[CH:12][C:7]=2[O:6][CH2:5]1.CO, predict the reaction product.